Task: Binary Classification. Given a drug SMILES string, predict its activity (active/inactive) in a high-throughput screening assay against a specified biological target.. Dataset: Kir2.1 potassium channel HTS with 301,493 compounds The drug is s1\c(=C/c2c(OC)cc(OC)cc2)c(=O)n2nc(c(=O)nc12)C. The result is 0 (inactive).